This data is from Full USPTO retrosynthesis dataset with 1.9M reactions from patents (1976-2016). The task is: Predict the reactants needed to synthesize the given product. (1) Given the product [Cl:26][C:22]1[CH:23]=[C:24]2[C:19](=[CH:20][C:21]=1[O:27][CH2:28][CH:29]1[CH2:30][C:31]([F:33])([F:34])[CH2:32]1)[NH:18][C:17](=[O:35])[C:16]([CH:14]([NH:13][C:2]1[C:7](=[O:8])[N:6]([CH3:9])[C:5]([C:10]#[N:11])=[CH:4][CH:3]=1)[CH3:15])=[CH:25]2, predict the reactants needed to synthesize it. The reactants are: F[C:2]1[C:7](=[O:8])[N:6]([CH3:9])[C:5]([C:10]#[N:11])=[CH:4][CH:3]=1.Cl.[NH2:13][CH:14]([C:16]1[C:17](=[O:35])[NH:18][C:19]2[C:24]([CH:25]=1)=[CH:23][C:22]([Cl:26])=[C:21]([O:27][CH2:28][CH:29]1[CH2:32][C:31]([F:34])([F:33])[CH2:30]1)[CH:20]=2)[CH3:15].CS(C)=O.CCN(C(C)C)C(C)C. (2) Given the product [NH2:23][S:20]([C:17]1[N:18]=[CH:19][C:14]([N:13]2[C:9]([C:4]3[CH:5]=[CH:6][C:7]([O:8][S:30]([C:29]([F:42])([F:41])[F:28])(=[O:32])=[O:31])=[C:2]([Cl:1])[CH:3]=3)=[CH:10][C:11]([C:24]([F:27])([F:25])[F:26])=[N:12]2)=[CH:15][CH:16]=1)(=[O:21])=[O:22], predict the reactants needed to synthesize it. The reactants are: [Cl:1][C:2]1[CH:3]=[C:4]([C:9]2[N:13]([C:14]3[CH:15]=[CH:16][C:17]([S:20]([NH2:23])(=[O:22])=[O:21])=[N:18][CH:19]=3)[N:12]=[C:11]([C:24]([F:27])([F:26])[F:25])[CH:10]=2)[CH:5]=[CH:6][C:7]=1[OH:8].[F:28][C:29]([F:42])([F:41])[S:30](O[S:30]([C:29]([F:42])([F:41])[F:28])(=[O:32])=[O:31])(=[O:32])=[O:31]. (3) Given the product [CH:1]1([C:4]2[NH:8][C:7]3[CH:9]=[C:10]([C:14]4[C:15]([CH3:20])=[N:16][O:17][C:18]=4[CH3:19])[CH:11]=[C:12]([C:21]#[C:22][CH3:23])[C:6]=3[N:5]=2)[CH2:3][CH2:2]1, predict the reactants needed to synthesize it. The reactants are: [CH:1]1([C:4]2[NH:8][C:7]3[CH:9]=[C:10]([C:14]4[C:15]([CH3:20])=[N:16][O:17][C:18]=4[CH3:19])[CH:11]=[C:12](I)[C:6]=3[N:5]=2)[CH2:3][CH2:2]1.[CH2:21]([Sn](CCCC)(CCCC)C#CC)[CH2:22][CH2:23]C. (4) Given the product [NH2:22][C:19]1[CH:18]=[CH:17][C:16]([C:13]2[N:12]=[C:11]([C:10]([F:26])([F:25])[C:6]([F:27])([F:5])[C:7]([OH:9])=[O:8])[NH:15][N:14]=2)=[CH:21][CH:20]=1, predict the reactants needed to synthesize it. The reactants are: C([O-])=O.[NH4+].[F:5][C:6]([F:27])([C:10]([F:26])([F:25])[C:11]1[NH:15][N:14]=[C:13]([C:16]2[CH:21]=[CH:20][C:19]([N+:22]([O-])=O)=[CH:18][CH:17]=2)[N:12]=1)[C:7]([OH:9])=[O:8]. (5) Given the product [CH2:21]([O:11][C:9](=[O:10])[NH:8][C@H:1]([C:2]1[CH:7]=[CH:6][C:5]([O:18][CH3:14])=[CH:4][CH:3]=1)[CH2:28][OH:31])[C:22]1[CH:27]=[CH:26][CH:25]=[CH:24][CH:23]=1, predict the reactants needed to synthesize it. The reactants are: [CH2:1]([NH:8][C:9](=[O:11])[O-:10])[C:2]1[CH:7]=[CH:6][CH:5]=[CH:4][CH:3]=1.[OH-].[Na+].[C:14]([O:18]Cl)(C)(C)C.C=[CH:21][C:22]1[CH:27]=[CH:26][CH:25]=[CH:24][CH:23]=1.[CH2:28]([OH:31])CC. (6) Given the product [Cl:1][C:2]1[CH:7]=[CH:6][C:5]([C:8]2([CH3:19])[CH2:9][CH:10]([CH2:15][OH:16])[CH2:11][CH2:12][CH:13]2[OH:14])=[CH:4][C:3]=1[C:20]([F:21])([F:22])[F:23], predict the reactants needed to synthesize it. The reactants are: [Cl:1][C:2]1[CH:7]=[CH:6][C:5]([C:8]2([CH3:19])[C:13](=[O:14])[CH2:12][CH2:11][CH:10]([C:15](OC)=[O:16])[CH2:9]2)=[CH:4][C:3]=1[C:20]([F:23])([F:22])[F:21].[BH4-].[Na+]. (7) Given the product [S:3]1[C:4]2[CH:10]=[CH:9][CH:8]=[CH:7][C:5]=2[N:6]=[C:2]1[N:15]1[CH2:16][C@@H:11]2[CH2:17][C@H:14]1[CH2:13][N:12]2[C:18]([O:20][C:21]([CH3:24])([CH3:23])[CH3:22])=[O:19], predict the reactants needed to synthesize it. The reactants are: Cl[C:2]1[S:3][C:4]2[CH:10]=[CH:9][CH:8]=[CH:7][C:5]=2[N:6]=1.[C@H:11]12[CH2:17][C@H:14]([NH:15][CH2:16]1)[CH2:13][N:12]2[C:18]([O:20][C:21]([CH3:24])([CH3:23])[CH3:22])=[O:19].[OH-].[Na+]. (8) The reactants are: [CH2:1]([C:3]1[CH:4]=[C:5]([CH:8]=[C:9]([CH3:12])[C:10]=1[OH:11])[C:6]#[N:7])[CH3:2].C([O-])([O-])=O.[K+].[K+].[CH2:19](Br)[C:20]1[CH:25]=[CH:24][CH:23]=[CH:22][CH:21]=1.O. Given the product [CH2:19]([O:11][C:10]1[C:9]([CH3:12])=[CH:8][C:5]([C:6]#[N:7])=[CH:4][C:3]=1[CH2:1][CH3:2])[C:20]1[CH:25]=[CH:24][CH:23]=[CH:22][CH:21]=1, predict the reactants needed to synthesize it.